Dataset: Forward reaction prediction with 1.9M reactions from USPTO patents (1976-2016). Task: Predict the product of the given reaction. (1) Given the reactants [F:1][C:2]([F:27])([F:26])[C:3]([F:25])([F:24])[C:4]([F:23])([F:22])[C:5]([C:7]1[C:8]([C:16]2[CH:21]=[CH:20][CH:19]=[CH:18][CH:17]=2)=[C:9]2[N:13]([C:14]=1[CH3:15])[CH2:12][CH2:11][CH2:10]2)=O.[BH3-]C#N.[Na+], predict the reaction product. The product is: [F:27][C:2]([F:1])([F:26])[C:3]([F:24])([F:25])[C:4]([F:23])([F:22])[CH2:5][C:7]1[C:8]([C:16]2[CH:17]=[CH:18][CH:19]=[CH:20][CH:21]=2)=[C:9]2[N:13]([C:14]=1[CH3:15])[CH2:12][CH2:11][CH2:10]2. (2) Given the reactants [Cl:1][C:2]1[CH:22]=[CH:21][C:5]([CH2:6][N:7]2[CH2:12][CH2:11][CH:10]([NH:13]C(=O)OC(C)(C)C)[CH2:9][CH2:8]2)=[CH:4][C:3]=1[F:23].FC(F)(F)C(O)=O.[OH-].[Na+], predict the reaction product. The product is: [Cl:1][C:2]1[CH:22]=[CH:21][C:5]([CH2:6][N:7]2[CH2:12][CH2:11][CH:10]([NH2:13])[CH2:9][CH2:8]2)=[CH:4][C:3]=1[F:23]. (3) The product is: [CH3:15][O:14][C:4]1[CH:5]=[C:6]([CH:9]2[CH:10]([N+:11]([O-:13])=[O:12])[CH2:22][CH2:21][C:19](=[O:18])[CH2:20]2)[CH:7]=[CH:8][C:3]=1[O:2][CH3:1]. Given the reactants [CH3:1][O:2][C:3]1[CH:8]=[CH:7][C:6](/[CH:9]=[CH:10]/[N+:11]([O-:13])=[O:12])=[CH:5][C:4]=1[O:14][CH3:15].C[Si](C)(C)[O:18][C:19]([CH:21]=[CH2:22])=[CH2:20].C1(C)C=CC=CC=1.Cl, predict the reaction product. (4) The product is: [Cl:13][C:9]1[CH:8]=[C:7]2[C:12](=[CH:11][CH:10]=1)[N:4]([CH2:3][CH2:2][N:29]1[C:30](=[O:32])[CH2:31][NH:27][C:28]1=[O:33])[C:5]([CH2:14][N:15]1[C:19]3=[CH:20][N:21]=[CH:22][CH:23]=[C:18]3[C:17]3([CH2:24][CH2:25]3)[C:16]1=[O:26])=[CH:6]2. Given the reactants Br[CH2:2][CH2:3][N:4]1[C:12]2[C:7](=[CH:8][C:9]([Cl:13])=[CH:10][CH:11]=2)[CH:6]=[C:5]1[CH2:14][N:15]1[C:19]2=[CH:20][N:21]=[CH:22][CH:23]=[C:18]2[C:17]2([CH2:25][CH2:24]2)[C:16]1=[O:26].[NH:27]1[CH2:31][C:30](=[O:32])[NH:29][C:28]1=[O:33].[F-].C([N+](CCCC)(CCCC)CCCC)CCC.C(=O)([O-])[O-].[K+].[K+], predict the reaction product.